From a dataset of Peptide-MHC class II binding affinity with 134,281 pairs from IEDB. Regression. Given a peptide amino acid sequence and an MHC pseudo amino acid sequence, predict their binding affinity value. This is MHC class II binding data. (1) The peptide sequence is LFQDSGLLYLA. The MHC is HLA-DQA10102-DQB10602 with pseudo-sequence HLA-DQA10102-DQB10602. The binding affinity (normalized) is 0. (2) The peptide sequence is STRLRMVTGLRNVPSIQSKGL. The MHC is DRB1_0301 with pseudo-sequence DRB1_0301. The binding affinity (normalized) is 0. (3) The peptide sequence is EPGHLAPTGMFVAAA. The MHC is DRB4_0101 with pseudo-sequence DRB4_0103. The binding affinity (normalized) is 0.142. (4) The peptide sequence is KHIVWASRELERFAV. The MHC is DRB1_0101 with pseudo-sequence DRB1_0101. The binding affinity (normalized) is 0.381. (5) The binding affinity (normalized) is 0. The MHC is HLA-DQA10301-DQB10302 with pseudo-sequence HLA-DQA10301-DQB10302. The peptide sequence is DKALQCGRHVDVFKLWLMWR.